Dataset: CYP2C9 inhibition data for predicting drug metabolism from PubChem BioAssay. Task: Regression/Classification. Given a drug SMILES string, predict its absorption, distribution, metabolism, or excretion properties. Task type varies by dataset: regression for continuous measurements (e.g., permeability, clearance, half-life) or binary classification for categorical outcomes (e.g., BBB penetration, CYP inhibition). Dataset: cyp2c9_veith. (1) The compound is Cc1nnc(NS(=O)(=O)c2ccc(N)cc2)s1. The result is 0 (non-inhibitor). (2) The compound is O=C1c2ccccc2-c2cc([N+](=O)[O-])c([N+](=O)[O-])cc21. The result is 1 (inhibitor). (3) The result is 0 (non-inhibitor). The compound is Cc1cccc(CNc2ncnc3[nH]ncc23)c1. (4) The compound is COc1ccc(CNc2ncncc2-c2ccc(N(C)C)cc2)c(OC)c1. The result is 0 (non-inhibitor).